Predict which catalyst facilitates the given reaction. From a dataset of Catalyst prediction with 721,799 reactions and 888 catalyst types from USPTO. (1) Reactant: [F:1][C:2]1[CH:3]=[C:4]([S:8]([C:11]2[CH:12]=[C:13]3[C:18](=[CH:19][CH:20]=2)[C@H:17]([CH2:21][NH:22][C:23]([CH2:25][O:26]C(=O)C)=[O:24])[CH2:16][CH2:15][CH2:14]3)(=[O:10])=[O:9])[CH:5]=[CH:6][CH:7]=1.[OH-].[Na+]. Product: [F:1][C:2]1[CH:3]=[C:4]([S:8]([C:11]2[CH:12]=[C:13]3[C:18](=[CH:19][CH:20]=2)[C@H:17]([CH2:21][NH:22][C:23](=[O:24])[CH2:25][OH:26])[CH2:16][CH2:15][CH2:14]3)(=[O:10])=[O:9])[CH:5]=[CH:6][CH:7]=1. The catalyst class is: 5. (2) Reactant: [CH:1]1([CH2:4][OH:5])[CH2:3][CH2:2]1.[H-].[Na+].[Cl:8][C:9]1[N:14]=[C:13]([C:15]2[CH:20]=[CH:19][C:18]([Cl:21])=[CH:17][CH:16]=2)[C:12](F)=[CH:11][N:10]=1. Product: [Cl:8][C:9]1[N:14]=[C:13]([C:15]2[CH:20]=[CH:19][C:18]([Cl:21])=[CH:17][CH:16]=2)[C:12]([O:5][CH2:4][CH:1]2[CH2:3][CH2:2]2)=[CH:11][N:10]=1. The catalyst class is: 9. (3) Reactant: CS(O)(=O)=O.[NH2:6][CH2:7][CH2:8][CH2:9][CH2:10][CH2:11][CH2:12][OH:13].[C:14]([OH:27])(=O)[CH2:15][CH2:16][CH2:17][S:18][S:19][CH2:20][CH2:21][CH2:22][C:23]([OH:25])=[O:24]. Product: [C:23]([O:25][CH2:12][CH2:11][CH2:10][CH2:9][CH2:8][CH2:7][NH2:6])(=[O:24])[CH2:22][CH2:21][CH2:20][S:19][S:18][CH2:17][CH2:16][CH2:15][C:14]([O:13][CH2:12][CH2:11][CH2:10][CH2:9][CH2:8][CH2:7][NH2:6])=[O:27]. The catalyst class is: 824. (4) Reactant: [CH3:1][C:2]1[C:3]([C:8]([O:10][CH3:11])=[O:9])=[N:4][CH:5]=[CH:6][CH:7]=1.C1C=C(Cl)C=C(C(OO)=[O:20])C=1. Product: [CH3:11][O:10][C:8]([C:3]1[C:2]([CH3:1])=[CH:7][CH:6]=[CH:5][N+:4]=1[O-:20])=[O:9]. The catalyst class is: 2. (5) Reactant: [CH3:1][N:2]1[C@@H:12]2[CH2:13][C:14]3[CH:19]=[CH:18][C:17]([O:20][CH3:21])=[C:16]4[O:22][CH:6]5[C:7]([CH:9]=[CH:10][C@:11]2([OH:23])[C@:5]5([C:15]=34)[CH2:4][CH2:3]1)=[O:8]. Product: [CH3:1][N:2]1[C@@H:12]2[CH2:13][C:14]3[CH:19]=[CH:18][C:17]([O:20][CH3:21])=[C:16]4[O:22][C@H:6]5[C:7]([CH2:9][CH2:10][C@:11]2([OH:23])[C@:5]5([C:15]=34)[CH2:4][CH2:3]1)=[O:8]. The catalyst class is: 6. (6) Product: [Cl:13][C:14]1[CH:19]=[C:18]([CH:17]=[CH:16][CH:15]=1)[C:2]1[C:11](=[O:12])[C:10]2[C:5](=[CH:6][CH:7]=[CH:8][CH:9]=2)[O:4][CH:3]=1. The catalyst class is: 189. Reactant: Br[C:2]1[C:11](=[O:12])[C:10]2[C:5](=[CH:6][CH:7]=[CH:8][CH:9]=2)[O:4][CH:3]=1.[Cl:13][C:14]1[CH:15]=[C:16](B(O)O)[CH:17]=[CH:18][CH:19]=1.C([O-])([O-])=O.[K+].[K+].C1COCC1. (7) Reactant: [I:1][C:2]1[C:7]([CH3:8])=[CH:6][N:5]=[C:4]([N:9](C(OC)=O)[C:10]([O:12][CH3:13])=[O:11])[CH:3]=1.[OH-].[Na+]. Product: [I:1][C:2]1[C:7]([CH3:8])=[CH:6][N:5]=[C:4]([NH:9][C:10](=[O:11])[O:12][CH3:13])[CH:3]=1. The catalyst class is: 5.